From a dataset of NCI-60 drug combinations with 297,098 pairs across 59 cell lines. Regression. Given two drug SMILES strings and cell line genomic features, predict the synergy score measuring deviation from expected non-interaction effect. Drug 1: CC1C(C(CC(O1)OC2CC(OC(C2O)C)OC3=CC4=CC5=C(C(=O)C(C(C5)C(C(=O)C(C(C)O)O)OC)OC6CC(C(C(O6)C)O)OC7CC(C(C(O7)C)O)OC8CC(C(C(O8)C)O)(C)O)C(=C4C(=C3C)O)O)O)O. Drug 2: CC1=C(C=C(C=C1)C(=O)NC2=CC(=CC(=C2)C(F)(F)F)N3C=C(N=C3)C)NC4=NC=CC(=N4)C5=CN=CC=C5. Cell line: COLO 205. Synergy scores: CSS=23.1, Synergy_ZIP=0.158, Synergy_Bliss=-1.98, Synergy_Loewe=-20.4, Synergy_HSA=-2.15.